Dataset: Catalyst prediction with 721,799 reactions and 888 catalyst types from USPTO. Task: Predict which catalyst facilitates the given reaction. (1) Reactant: [C:1]([O:5][C:6](=[O:20])[C:7]([CH3:19])([O:9][C:10]1[CH:18]=[CH:17][C:13]([C:14]([OH:16])=[O:15])=[CH:12][CH:11]=1)[CH3:8])([CH3:4])([CH3:3])[CH3:2].[CH3:21][O:22][C:23]1[CH:36]=[CH:35][C:26]([CH2:27][N:28]2[CH:32]=[C:31]([CH2:33]O)[N:30]=[N:29]2)=[CH:25][CH:24]=1.C1(N=C=NC2CCCCC2)CCCCC1. Product: [C:1]([O:5][C:6](=[O:20])[C:7]([CH3:8])([O:9][C:10]1[CH:11]=[CH:12][C:13]([C:14]([O:16][CH2:33][C:31]2[N:30]=[N:29][N:28]([CH2:27][C:26]3[CH:35]=[CH:36][C:23]([O:22][CH3:21])=[CH:24][CH:25]=3)[CH:32]=2)=[O:15])=[CH:17][CH:18]=1)[CH3:19])([CH3:2])([CH3:3])[CH3:4]. The catalyst class is: 119. (2) Reactant: CCCC[N+](CCCC)(CCCC)CCCC.[F-].[Si]([O:26][C@H:27]1[CH2:31][CH2:30][N:29]([CH2:32][C@@H:33]([NH:41][CH3:42])[C:34]2[CH:39]=[CH:38][CH:37]=[C:36]([F:40])[CH:35]=2)[CH2:28]1)(C(C)(C)C)(C)C. Product: [F:40][C:36]1[CH:35]=[C:34]([C@H:33]([NH:41][CH3:42])[CH2:32][N:29]2[CH2:30][CH2:31][C@H:27]([OH:26])[CH2:28]2)[CH:39]=[CH:38][CH:37]=1. The catalyst class is: 7. (3) Reactant: [CH:1]1([O:6][C:7]2[N:12]=[C:11]([CH2:13][C:14]3[CH:19]=[CH:18][C:17]([CH2:20][C:21](OC)=[O:22])=[CH:16][CH:15]=3)[CH:10]=[C:9]([C:25]([F:28])([F:27])[F:26])[N:8]=2)[CH2:5][CH2:4][CH2:3][CH2:2]1.CC(C[AlH]CC(C)C)C.C1COCC1. Product: [CH:1]1([O:6][C:7]2[N:12]=[C:11]([CH2:13][C:14]3[CH:19]=[CH:18][C:17]([CH2:20][CH2:21][OH:22])=[CH:16][CH:15]=3)[CH:10]=[C:9]([C:25]([F:27])([F:28])[F:26])[N:8]=2)[CH2:2][CH2:3][CH2:4][CH2:5]1. The catalyst class is: 4. (4) Reactant: [C:1](Cl)(=[O:4])[CH2:2][CH3:3].[NH:6]1[CH2:10][CH2:9][C@@H:8]([OH:11])[CH2:7]1.CCN(CC)CC.CO. Product: [OH:11][C@@H:8]1[CH2:9][CH2:10][N:6]([C:1](=[O:4])[CH2:2][CH3:3])[CH2:7]1. The catalyst class is: 2. (5) Reactant: N1[C:10]2[CH:9]([NH:11][CH2:12][CH2:13][CH2:14][CH2:15][NH:16][C:17](=O)OC(C)(C)C)[CH2:8][CH2:7][CH2:6][C:5]=2C=CC=1.N1C2C(=O)CCCC=2C=CC=1.NCCCCN[C:41](=[O:47])[O:42][C:43](C)(C)[CH3:44].[BH4-].[Na+]. The catalyst class is: 212. Product: [CH2:43]([O:42][C:41]([C:17]1[C:12]2[NH:11][C:9]3[C:10]([C:13]=2[CH:14]=[CH:15][N:16]=1)=[CH:5][CH:6]=[CH:7][CH:8]=3)=[O:47])[CH3:44]. (6) Product: [CH:18]1([O:17][C@H:16]([CH3:22])[C@@H:15]([C:23]([O:25][CH3:26])=[O:24])[NH:14][C:12]([C:3]2[C:2]([NH:1][C:28]([NH:27][C:30]3[C:31]([CH3:38])=[CH:32][C:33]([CH3:37])=[CH:34][C:35]=3[CH3:36])=[O:29])=[CH:11][C:10]3[C:5](=[CH:6][CH:7]=[CH:8][CH:9]=3)[CH:4]=2)=[O:13])[CH2:19][CH2:20][CH2:21]1. Reactant: [NH2:1][C:2]1[C:3]([C:12]([NH:14][C@H:15]([C:23]([O:25][CH3:26])=[O:24])[C@@H:16]([CH3:22])[O:17][CH:18]2[CH2:21][CH2:20][CH2:19]2)=[O:13])=[CH:4][C:5]2[C:10]([CH:11]=1)=[CH:9][CH:8]=[CH:7][CH:6]=2.[N:27]([C:30]1[C:35]([CH3:36])=[CH:34][C:33]([CH3:37])=[CH:32][C:31]=1[CH3:38])=[C:28]=[O:29]. The catalyst class is: 17. (7) Product: [Cl:27][C:18]1[CH:17]=[CH:16][C:15]([C:13]2[N:6]3[N:5]=[CH:4][C:3]([C:7]#[N:8])=[C:2]3[N:1]=[CH:11][CH:12]=2)=[CH:20][C:19]=1[N:21]([CH3:26])[S:22]([CH3:25])(=[O:24])=[O:23]. The catalyst class is: 15. Reactant: [NH2:1][C:2]1[NH:6][N:5]=[CH:4][C:3]=1[C:7]#[N:8].CN(C)[CH:11]=[CH:12][C:13]([C:15]1[CH:16]=[CH:17][C:18]([Cl:27])=[C:19]([N:21]([CH3:26])[S:22]([CH3:25])(=[O:24])=[O:23])[CH:20]=1)=O.C(OCC)(=O)C. (8) Reactant: [F:1][C:2]1[CH:7]=[C:6]([N+:8]([O-])=O)[CH:5]=[CH:4][C:3]=1[N:11]1[CH:15]=[CH:14][N:13]=[CH:12]1. Product: [F:1][C:2]1[CH:7]=[C:6]([NH2:8])[CH:5]=[CH:4][C:3]=1[N:11]1[CH:15]=[CH:14][N:13]=[CH:12]1. The catalyst class is: 19.